This data is from Full USPTO retrosynthesis dataset with 1.9M reactions from patents (1976-2016). The task is: Predict the reactants needed to synthesize the given product. (1) Given the product [Cl:1][C:2]1[N:3]=[CH:4][C:5]([CH2:8][N:9]2[CH2:13][CH2:12][N:11]=[C:10]2[C:14]([N+:15]([O-:17])=[O:16])=[CH:18][CH:20]([OH:21])[C:14](=[C:10]2[NH:11][CH2:12][CH2:13][N:9]2[CH2:8][C:5]2[CH:4]=[N:3][C:2]([Cl:22])=[CH:7][CH:6]=2)[N+:15]([O-:17])=[O:16])=[CH:6][CH:7]=1, predict the reactants needed to synthesize it. The reactants are: [Cl:1][C:2]1[CH:7]=[CH:6][C:5]([CH2:8][N:9]2[CH2:13][CH2:12][NH:11][C:10]2=[CH:14][N+:15]([O-:17])=[O:16])=[CH:4][N:3]=1.[CH:18]([CH:20]=[O:21])=O.[ClH:22]. (2) Given the product [CH3:27][CH:28]([NH:30][C:24]([C@H:22]1[CH2:21][CH2:20][C:19]2[C:12]3[C:11]([NH:10][C:8]4[CH:9]=[C:4]5[CH:3]=[N:2][NH:1][C:5]5=[CH:6][N:7]=4)=[N:16][CH:15]=[N:14][C:13]=3[S:17][C:18]=2[CH2:23]1)=[O:26])[CH3:29], predict the reactants needed to synthesize it. The reactants are: [NH:1]1[C:5]2=[CH:6][N:7]=[C:8]([NH:10][C:11]3[C:12]4[C:19]5[CH2:20][CH2:21][C@H:22]([C:24]([OH:26])=O)[CH2:23][C:18]=5[S:17][C:13]=4[N:14]=[CH:15][N:16]=3)[CH:9]=[C:4]2[CH:3]=[N:2]1.[CH3:27][CH:28]([NH2:30])[CH3:29]. (3) The reactants are: O[C:2]1[C:11]2[C:6](=[CH:7][CH:8]=[C:9]([O:12][CH3:13])[CH:10]=2)[N:5]([CH3:14])[C:4](=[O:15])[C:3]=1[C:16]#[N:17].O=P(Cl)(Cl)[Cl:20]. Given the product [Cl:20][C:2]1[C:11]2[C:6](=[CH:7][CH:8]=[C:9]([O:12][CH3:13])[CH:10]=2)[N:5]([CH3:14])[C:4](=[O:15])[C:3]=1[C:16]#[N:17], predict the reactants needed to synthesize it. (4) The reactants are: [C@@H:1]1([N:10]2[CH:18]=[N:17][C:16]3[C:11]2=[N:12][C:13](Cl)=[N:14][CH:15]=3)[O:7][C@H:6]([CH2:8][OH:9])[C@@H:4]([OH:5])[C@@H:2]1[OH:3].[N-:20]=[N+:21]=[N-:22].[Li+]. Given the product [C@@H:1]1([N:10]2[CH:18]=[N:17][C:16]3[C:11]2=[N:12][CH:13]=[N:14][C:15]=3[N:20]=[N+:21]=[N-:22])[O:7][C@H:6]([CH2:8][OH:9])[C@@H:4]([OH:5])[C@@H:2]1[OH:3], predict the reactants needed to synthesize it. (5) Given the product [Cl:1][C:2]1[CH:11]=[CH:10][C:9]2[O:8][C:7](=[O:12])[CH:6]=[C:5]([O:13][S:29]([C:27]3[S:28][C:24]([Br:23])=[CH:25][CH:26]=3)(=[O:31])=[O:30])[C:4]=2[CH:3]=1, predict the reactants needed to synthesize it. The reactants are: [Cl:1][C:2]1[CH:3]=[C:4]2[C:9](=[CH:10][CH:11]=1)[O:8][C:7](=[O:12])[CH:6]=[C:5]2[OH:13].CCN(C(C)C)C(C)C.[Br:23][C:24]1[S:28][C:27]([S:29](Cl)(=[O:31])=[O:30])=[CH:26][CH:25]=1. (6) Given the product [CH3:9][O:8][C:5]1[N:6]=[CH:7][C:2]([NH:1][C:10]2([C:21]#[N:22])[CH2:15][CH2:14][CH2:13][CH2:12][CH2:11]2)=[CH:3][CH:4]=1, predict the reactants needed to synthesize it. The reactants are: [NH2:1][C:2]1[CH:3]=[CH:4][C:5]([O:8][CH3:9])=[N:6][CH:7]=1.[C:10]1(=O)[CH2:15][CH2:14][CH2:13][CH2:12][CH2:11]1.C[Si]([C:21]#[N:22])(C)C. (7) Given the product [OH:1][CH:2]([CH:8]([CH:12]([CH2:14][CH3:15])[CH3:13])[CH2:9][CH:10]=[CH2:11])[CH2:3][C:4]([OH:6])=[O:5], predict the reactants needed to synthesize it. The reactants are: [OH:1][CH:2]([CH:8]([CH:12]([CH2:14][CH3:15])[CH3:13])[CH2:9][CH:10]=[CH2:11])[CH2:3][C:4]([O:6]C)=[O:5]. (8) Given the product [OH:39][C@@H:34]1[CH2:35][CH2:36][CH2:37][CH2:38][C@H:33]1[NH:32][C:3]([C:4]1[CH:10]=[C:11]([C:13]2[CH:18]=[C:17]([C:19]([F:22])([F:21])[F:20])[CH:16]=[CH:15][C:14]=2[Cl:23])[N:31]([CH2:30][CH:25]2[CH2:26][O:27][CH2:28][CH2:29][O:24]2)[C:5]=1[CH3:6])=[O:8], predict the reactants needed to synthesize it. The reactants are: CO[C:3](=[O:8])[CH2:4][C:5](=O)[CH3:6].Br[CH2:10][C:11]([C:13]1[CH:18]=[C:17]([C:19]([F:22])([F:21])[F:20])[CH:16]=[CH:15][C:14]=1[Cl:23])=O.[O:24]1[CH2:29][CH2:28][O:27][CH2:26][CH:25]1[CH2:30][NH2:31].[NH2:32][C@@H:33]1[CH2:38][CH2:37][CH2:36][CH2:35][C@H:34]1[OH:39]. (9) Given the product [CH2:7]([CH:8]1[CH2:9][NH:10][C:12](=[S:13])[NH:11]1)[C:1]1[CH:6]=[CH:5][CH:4]=[CH:3][CH:2]=1, predict the reactants needed to synthesize it. The reactants are: [C:1]1([CH2:7][CH:8]([NH2:11])[CH2:9][NH2:10])[CH:6]=[CH:5][CH:4]=[CH:3][CH:2]=1.[C:12](N1C=CN=C1)(N1C=CN=C1)=[S:13]. (10) Given the product [F:17][C:18]1[CH:25]=[CH:24][C:21]([CH2:22][NH:2][C@H:3]2[CH2:7][CH2:6][CH2:5][C@H:4]2[C:8]([O:10][CH3:11])=[O:9])=[CH:20][CH:19]=1, predict the reactants needed to synthesize it. The reactants are: Cl.[NH2:2][C@H:3]1[CH2:7][CH2:6][CH2:5][C@H:4]1[C:8]([O:10][CH3:11])=[O:9].C([O-])(=O)C.[Na+].[F:17][C:18]1[CH:25]=[CH:24][C:21]([CH:22]=O)=[CH:20][CH:19]=1.C([BH3-])#N.[Na+].C(=O)(O)[O-].[Na+].